Dataset: Forward reaction prediction with 1.9M reactions from USPTO patents (1976-2016). Task: Predict the product of the given reaction. Given the reactants [C:1]1([C@H:7]([NH:9][C@@:10]2([C:20]([OH:22])=[O:21])[CH2:15][C@H:14]([OH:16])[CH:13]3[CH:11]2[C@H:12]3[C:17]([OH:19])=[O:18])[CH3:8])[CH:6]=[CH:5][CH:4]=[CH:3][CH:2]=1.[C:23](Cl)(=O)[CH3:24].[CH2:27](O)[CH3:28], predict the reaction product. The product is: [C:1]1([C@H:7]([NH:9][C@@:10]2([C:20]([O:22][CH2:23][CH3:24])=[O:21])[CH2:15][C@H:14]([OH:16])[CH:13]3[CH:11]2[C@H:12]3[C:17]([O:19][CH2:27][CH3:28])=[O:18])[CH3:8])[CH:6]=[CH:5][CH:4]=[CH:3][CH:2]=1.